From a dataset of Peptide-MHC class I binding affinity with 185,985 pairs from IEDB/IMGT. Regression. Given a peptide amino acid sequence and an MHC pseudo amino acid sequence, predict their binding affinity value. This is MHC class I binding data. The peptide sequence is VSPLAVTWW. The MHC is HLA-B07:02 with pseudo-sequence HLA-B07:02. The binding affinity (normalized) is 0.0847.